Dataset: NCI-60 drug combinations with 297,098 pairs across 59 cell lines. Task: Regression. Given two drug SMILES strings and cell line genomic features, predict the synergy score measuring deviation from expected non-interaction effect. Drug 1: CCC1(CC2CC(C3=C(CCN(C2)C1)C4=CC=CC=C4N3)(C5=C(C=C6C(=C5)C78CCN9C7C(C=CC9)(C(C(C8N6C=O)(C(=O)OC)O)OC(=O)C)CC)OC)C(=O)OC)O.OS(=O)(=O)O. Drug 2: CN1C2=C(C=C(C=C2)N(CCCl)CCCl)N=C1CCCC(=O)O.Cl. Cell line: M14. Synergy scores: CSS=0.980, Synergy_ZIP=-1.61, Synergy_Bliss=-3.10, Synergy_Loewe=0.565, Synergy_HSA=-2.56.